Dataset: Full USPTO retrosynthesis dataset with 1.9M reactions from patents (1976-2016). Task: Predict the reactants needed to synthesize the given product. (1) The reactants are: [CH2:1]([N:8]1[C@H:14]([C:15]2[CH:20]=[CH:19][CH:18]=[CH:17][CH:16]=2)[CH:13]=[CH:12][CH2:11][CH:10]([N:21]2C(=O)C3C(=CC=CC=3)C2=O)[C:9]1=[O:32])[C:2]1[CH:7]=[CH:6][CH:5]=[CH:4][CH:3]=1.O.NN. Given the product [NH2:21][C@@H:10]1[CH2:11][CH:12]=[CH:13][C@@H:14]([C:15]2[CH:20]=[CH:19][CH:18]=[CH:17][CH:16]=2)[N:8]([CH2:1][C:2]2[CH:7]=[CH:6][CH:5]=[CH:4][CH:3]=2)[C:9]1=[O:32].[NH2:21][C@H:10]1[CH2:11][CH:12]=[CH:13][C@@H:14]([C:15]2[CH:20]=[CH:19][CH:18]=[CH:17][CH:16]=2)[N:8]([CH2:1][C:2]2[CH:7]=[CH:6][CH:5]=[CH:4][CH:3]=2)[C:9]1=[O:32], predict the reactants needed to synthesize it. (2) Given the product [F:27][C:24]1[CH:25]=[CH:26][C:14]2[N:13]=[C:12]([C@@H:11]([NH:28][C:29]3[N:37]=[CH:36][N:35]=[C:34]4[C:30]=3[N:31]=[CH:32][NH:33]4)[CH2:10][CH2:9][OH:8])[N:16]([C:17]3[CH:18]=[CH:19][CH:20]=[CH:21][CH:22]=3)[C:15]=2[CH:23]=1, predict the reactants needed to synthesize it. The reactants are: C([O:8][CH2:9][CH2:10][C@H:11]([NH:28][C:29]1[N:37]=[CH:36][N:35]=[C:34]2[C:30]=1[N:31]=[CH:32][NH:33]2)[C:12]1[N:16]([C:17]2[CH:22]=[CH:21][CH:20]=[CH:19][CH:18]=2)[C:15]2[CH:23]=[C:24]([F:27])[CH:25]=[CH:26][C:14]=2[N:13]=1)C1C=CC=CC=1.B(Br)(Br)Br.CO. (3) Given the product [Br:1][C:2]1[CH:7]=[CH:6][C:5]([CH:8]2[CH2:9][CH2:10][N:11]([C:14]([O:16][C:17]([CH3:20])([CH3:19])[CH3:18])=[O:15])[CH2:12][CH2:13]2)=[CH:4][CH:3]=1, predict the reactants needed to synthesize it. The reactants are: [Br:1][C:2]1[CH:7]=[CH:6][C:5]([C:8]2[CH2:13][CH2:12][N:11]([C:14]([O:16][C:17]([CH3:20])([CH3:19])[CH3:18])=[O:15])[CH2:10][CH:9]=2)=[CH:4][CH:3]=1.[H][H].